This data is from Forward reaction prediction with 1.9M reactions from USPTO patents (1976-2016). The task is: Predict the product of the given reaction. (1) Given the reactants [CH3:1][O:2][C:3]1[C:14]([N+:15]([O-])=O)=[CH:13][C:6]2[N:7]([CH3:12])[C:8](=[O:11])[CH2:9][O:10][C:5]=2[CH:4]=1.[OH-].[Na+], predict the reaction product. The product is: [NH2:15][C:14]1[C:3]([O:2][CH3:1])=[CH:4][C:5]2[O:10][CH2:9][C:8](=[O:11])[N:7]([CH3:12])[C:6]=2[CH:13]=1. (2) Given the reactants [C:1]([C:3]1[CH:4]=[C:5]([CH:36]=[CH:37][CH:38]=1)[CH2:6][N:7]([C:29]1[CH:34]=[CH:33][C:32]([OH:35])=[CH:31][CH:30]=1)[CH:8]1[CH2:13][CH2:12][N:11]([CH:14]([CH3:28])[CH2:15][CH2:16][NH:17][C:18](=[O:27])[C:19]2[C:24]([CH3:25])=[CH:23][CH:22]=[CH:21][C:20]=2[CH3:26])[CH2:10][CH2:9]1)#[N:2].C([O-])([O-])=O.[K+].[K+].Br[CH2:46][C:47]([O:49][CH3:50])=[O:48], predict the reaction product. The product is: [CH3:50][O:49][C:47](=[O:48])[CH2:46][O:35][C:32]1[CH:33]=[CH:34][C:29]([N:7]([CH2:6][C:5]2[CH:36]=[CH:37][CH:38]=[C:3]([C:1]#[N:2])[CH:4]=2)[CH:8]2[CH2:13][CH2:12][N:11]([CH:14]([CH3:28])[CH2:15][CH2:16][NH:17][C:18](=[O:27])[C:19]3[C:24]([CH3:25])=[CH:23][CH:22]=[CH:21][C:20]=3[CH3:26])[CH2:10][CH2:9]2)=[CH:30][CH:31]=1.